Dataset: Catalyst prediction with 721,799 reactions and 888 catalyst types from USPTO. Task: Predict which catalyst facilitates the given reaction. Reactant: [CH2:1]([C:3]1[CH:20]=[CH:19][C:6]([CH2:7][C:8]2[CH:17]=[CH:16][C:11]([C:12]([O:14][CH3:15])=[O:13])=[CH:10][C:9]=2[OH:18])=[CH:5][CH:4]=1)[CH3:2].C(=O)([O-])[O-].[K+].[K+].[CH2:27](Br)[C:28]1[CH:33]=[CH:32][CH:31]=[CH:30][CH:29]=1.O. Product: [CH2:27]([O:18][C:9]1[CH:10]=[C:11]([CH:16]=[CH:17][C:8]=1[CH2:7][C:6]1[CH:19]=[CH:20][C:3]([CH2:1][CH3:2])=[CH:4][CH:5]=1)[C:12]([O:14][CH3:15])=[O:13])[C:28]1[CH:33]=[CH:32][CH:31]=[CH:30][CH:29]=1. The catalyst class is: 9.